From a dataset of Aqueous solubility values for 9,982 compounds from the AqSolDB database. Regression/Classification. Given a drug SMILES string, predict its absorption, distribution, metabolism, or excretion properties. Task type varies by dataset: regression for continuous measurements (e.g., permeability, clearance, half-life) or binary classification for categorical outcomes (e.g., BBB penetration, CYP inhibition). For this dataset (solubility_aqsoldb), we predict Y. (1) The molecule is CCC(CC)(C(=O)NC(N)=O)C(=O)OC. The Y is -1.96 log mol/L. (2) The molecule is Clc1ccc(-c2cc(Cl)ccc2Cl)c(Cl)c1. The Y is -7.26 log mol/L.